This data is from Catalyst prediction with 721,799 reactions and 888 catalyst types from USPTO. The task is: Predict which catalyst facilitates the given reaction. (1) Reactant: [H-].[Na+].Br[CH2:4][CH2:5][CH2:6][CH2:7]Br.[C:9]([O:13][C:14]([NH:16][NH:17][C:18]1[CH:23]=[CH:22][CH:21]=[CH:20][C:19]=1[Cl:24])=[O:15])([CH3:12])([CH3:11])[CH3:10]. Product: [C:9]([O:13][C:14]([N:16]1[CH2:7][CH2:6][CH2:5][CH2:4][N:17]1[C:18]1[CH:23]=[CH:22][CH:21]=[CH:20][C:19]=1[Cl:24])=[O:15])([CH3:12])([CH3:10])[CH3:11]. The catalyst class is: 3. (2) Reactant: [Cl:1][C:2]1[C:11]2[C:6](=[CH:7][CH:8]=[CH:9][CH:10]=2)[CH:5]=[C:4]([CH3:12])[C:3]=1[C@H:13]([OH:35])[CH2:14][O:15][C:16]([C:29]1[CH:34]=[CH:33][CH:32]=[CH:31][CH:30]=1)([C:23]1[CH:28]=[CH:27][CH:26]=[CH:25][CH:24]=1)[C:17]1[CH:22]=[CH:21][CH:20]=[CH:19][CH:18]=1.[H-].[Na+].[CH2:38]([O:40][C:41](=[O:47])[CH:42](Br)[CH2:43]CC)[CH3:39].[NH4+].[Cl-].[CH3:50]N(C=O)C. Product: [Cl:1][C:2]1[C:11]2[C:6](=[CH:7][CH:8]=[CH:9][CH:10]=2)[CH:5]=[C:4]([CH3:12])[C:3]=1[C@H:13]([O:35][C:42]([CH3:43])([CH3:50])[C:41]([O:40][CH2:38][CH3:39])=[O:47])[CH2:14][O:15][C:16]([C:29]1[CH:34]=[CH:33][CH:32]=[CH:31][CH:30]=1)([C:17]1[CH:22]=[CH:21][CH:20]=[CH:19][CH:18]=1)[C:23]1[CH:24]=[CH:25][CH:26]=[CH:27][CH:28]=1. The catalyst class is: 6. (3) Reactant: [CH3:1][C:2]1[CH:8]=[CH:7][C:6]([N+:9]([O-:11])=[O:10])=[CH:5][C:3]=1[NH2:4].[CH3:12][C:13]([O:16][C:17](O[C:17]([O:16][C:13]([CH3:15])([CH3:14])[CH3:12])=[O:18])=[O:18])([CH3:15])[CH3:14].N1C=CC=CC=1. Product: [C:13]([O:16][C:17](=[O:18])[NH:4][C:3]1[CH:5]=[C:6]([N+:9]([O-:11])=[O:10])[CH:7]=[CH:8][C:2]=1[CH3:1])([CH3:15])([CH3:14])[CH3:12]. The catalyst class is: 4. (4) Reactant: [F:1][C:2]1[CH:30]=[CH:29][CH:28]=[CH:27][C:3]=1[CH2:4][N:5]1[C:9]2=[N:10][CH:11]=[CH:12][CH:13]=[C:8]2[C:7]([C:14]2[N:15]=[C:16](I)[C:17]3[C:22]([CH3:24])([CH3:23])[C:21](=[O:25])[NH:20][C:18]=3[N:19]=2)=[N:6]1.[F:31][C:32]([F:40])([F:39])[CH:33]1[O:38][CH2:37][CH2:36][NH:35][CH2:34]1.C(N(CC)C(C)C)(C)C. Product: [F:1][C:2]1[CH:30]=[CH:29][CH:28]=[CH:27][C:3]=1[CH2:4][N:5]1[C:9]2=[N:10][CH:11]=[CH:12][CH:13]=[C:8]2[C:7]([C:14]2[N:15]=[C:16]([N:35]3[CH2:36][CH2:37][O:38][CH:33]([C:32]([F:40])([F:39])[F:31])[CH2:34]3)[C:17]3[C:22]([CH3:24])([CH3:23])[C:21](=[O:25])[NH:20][C:18]=3[N:19]=2)=[N:6]1. The catalyst class is: 37. (5) Product: [Br:1][C:2]1[CH:11]=[CH:10][CH:9]=[C:8]2[C:3]=1[CH:4]=[CH:5][N:6]=[C:7]2[Cl:15]. The catalyst class is: 2. Reactant: [Br:1][C:2]1[CH:11]=[CH:10][CH:9]=[C:8]2[C:3]=1[CH:4]=[CH:5][N+:6]([O-])=[CH:7]2.P(Cl)(Cl)([Cl:15])=O. (6) Reactant: C([Li])(C)(C)C.Br[C:7]1[CH:12]=[CH:11][N:10]=[C:9]([CH:13]2[CH2:15][CH2:14]2)[CH:8]=1.[Br:16][C:17]1[CH:18]=[C:19]([C:23]([C:31]2[CH:36]=[CH:35][CH:34]=[C:33]([F:37])[C:32]=2[C:38]#[N:39])=[N:24]S(C(C)(C)C)=O)[CH:20]=[CH:21][CH:22]=1.Cl.CO. Product: [Br:16][C:17]1[CH:18]=[C:19]([C:23]2([C:7]3[CH:12]=[CH:11][N:10]=[C:9]([CH:13]4[CH2:15][CH2:14]4)[CH:8]=3)[C:31]3[C:32](=[C:33]([F:37])[CH:34]=[CH:35][CH:36]=3)[C:38]([NH2:39])=[N:24]2)[CH:20]=[CH:21][CH:22]=1. The catalyst class is: 83. (7) Reactant: C([N:8]1[C:13]2[CH:14]=[C:15]([CH2:18][C:19]3[CH:20]=[C:21]([C@H:26]4[C@H:31]([OH:32])[C@@H:30]([OH:33])[C@H:29]([OH:34])[C@@H:28]([CH2:35][OH:36])[O:27]4)[CH:22]=[CH:23][C:24]=3[Cl:25])[CH:16]=[CH:17][C:12]=2[O:11][CH2:10][CH2:9]1)C1C=CC=CC=1.Cl. Product: [Cl:25][C:24]1[CH:23]=[CH:22][C:21]([C@H:26]2[C@H:31]([OH:32])[C@@H:30]([OH:33])[C@H:29]([OH:34])[C@@H:28]([CH2:35][OH:36])[O:27]2)=[CH:20][C:19]=1[CH2:18][C:15]1[CH:16]=[CH:17][C:12]2[O:11][CH2:10][CH2:9][NH:8][C:13]=2[CH:14]=1. The catalyst class is: 19. (8) Reactant: CONC(C1C=CC([C:12]2[Se:16][C:15]([C:17]3[CH:27]=[CH:26][C:20]([C:21](NOC)=[NH:22])=[CH:19][N:18]=3)=[CH:14][CH:13]=2)=CC=1)=N. Product: [Se:16]1[CH:12]=[CH:13][CH:14]=[C:15]1[C:17]1[CH:27]=[CH:26][C:20]([C:21]#[N:22])=[CH:19][N:18]=1. The catalyst class is: 3.